Dataset: Reaction yield outcomes from USPTO patents with 853,638 reactions. Task: Predict the reaction yield, written as a fraction of the theoretical maximum amount of product (1.0 means a 100% yield; for example, 0.34 means a 34% yield). (1) The reactants are C([O-])([O-])=O.[Na+].[Na+].[NH2:7][C:8]1[CH:16]=[C:15]([Cl:17])[CH:14]=[CH:13][C:9]=1[C:10]([OH:12])=[O:11].[Cl:18][C:19]1[CH:24]=[CH:23][C:22]([S:25](Cl)(=[O:27])=[O:26])=[CH:21][C:20]=1[C:29]([F:32])([F:31])[F:30].Cl. The catalyst is O.O1CCOCC1. The product is [Cl:17][C:15]1[CH:14]=[CH:13][C:9]([C:10]([OH:12])=[O:11])=[C:8]([NH:7][S:25]([C:22]2[CH:23]=[CH:24][C:19]([Cl:18])=[C:20]([C:29]([F:32])([F:30])[F:31])[CH:21]=2)(=[O:27])=[O:26])[CH:16]=1. The yield is 0.650. (2) The reactants are [N+:1]([C:4]1[CH:5]=[C:6]2[C:10](=[CH:11][CH:12]=1)[NH:9][CH:8]=[CH:7]2)([O-:3])=[O:2].Cl.Cl[C:15]1[CH:20]=[CH:19][N:18]=[CH:17][CH:16]=1.CC(C)([O-])C.[K+].O. The catalyst is CN(C=O)C. The product is [N+:1]([C:4]1[CH:5]=[C:6]2[C:10](=[CH:11][CH:12]=1)[N:9]([C:15]1[CH:20]=[CH:19][N:18]=[CH:17][CH:16]=1)[CH:8]=[CH:7]2)([O-:3])=[O:2]. The yield is 0.580. (3) The reactants are [C:1]([O:5][C:6](=[O:34])[NH:7][C@@H:8]([C:28]1[CH:33]=[CH:32][CH:31]=[CH:30][CH:29]=1)[C:9]([N:11]1[CH2:15][CH2:14][CH2:13][C@H:12]1[C:16](=[O:27])[NH:17][C:18]1[N:19]=[C:20]2[N:24]([CH:25]=1)[CH:23]=[C:22](Br)[S:21]2)=[O:10])([CH3:4])([CH3:3])[CH3:2].[CH3:35][O:36][C:37](=[O:70])[NH:38][C@H:39]([C:43]([N:45]1[CH2:49][CH2:48][CH2:47][C@H:46]1[C:50]1[NH:51][C:52]([C:55]2[CH:60]=[CH:59][C:58](B3OC(C)(C)C(C)(C)O3)=[CH:57][CH:56]=2)=[CH:53][N:54]=1)=[O:44])[CH:40]([CH3:42])[CH3:41]. No catalyst specified. The product is [CH3:35][O:36][C:37](=[O:70])[NH:38][C@H:39]([C:43]([N:45]1[CH2:49][CH2:48][CH2:47][C@H:46]1[C:50]1[NH:51][C:52]([C:55]2[CH:56]=[CH:57][C:58]([C:22]3[S:21][C:20]4=[N:19][C:18]([NH:17][C:16]([C@@H:12]5[CH2:13][CH2:14][CH2:15][N:11]5[C:9](=[O:10])[C@@H:8]([NH:7][C:6]([O:5][C:1]([CH3:4])([CH3:3])[CH3:2])=[O:34])[C:28]5[CH:33]=[CH:32][CH:31]=[CH:30][CH:29]=5)=[O:27])=[CH:25][N:24]4[CH:23]=3)=[CH:59][CH:60]=2)=[CH:53][N:54]=1)=[O:44])[CH:40]([CH3:42])[CH3:41]. The yield is 0.100. (4) The reactants are Br[C:2]1[CH:24]=[C:23]([CH3:25])[CH:22]=[CH:21][C:3]=1[CH2:4][N:5]([CH:18]1[CH2:20][CH2:19]1)[C:6]([C:8]1[C:9]([CH:15]([F:17])[F:16])=[N:10][N:11]([CH3:14])[C:12]=1[F:13])=[O:7].[CH:39]1(CNC[CH:35]2[CH2:40][CH2:39][CH2:38][CH2:37]C2)[CH2:40][CH2:35]C[CH2:37][CH2:38]1.F[B-](F)(F)F.C([PH+](C(C)(C)C)C(C)(C)C)(C)(C)C.C1CCCC=1. The catalyst is CN(C)C=O.C([O-])(=O)C.[Pd+2].C([O-])(=O)C.ClCCl. The product is [C:37]1([C:2]2[CH:24]=[C:23]([CH3:25])[CH:22]=[CH:21][C:3]=2[CH2:4][N:5]([CH:18]2[CH2:20][CH2:19]2)[C:6]([C:8]2[C:9]([CH:15]([F:17])[F:16])=[N:10][N:11]([CH3:14])[C:12]=2[F:13])=[O:7])[CH2:38][CH2:39][CH2:40][CH:35]=1. The yield is 0.490. (5) The reactants are [Br:1][C:2]1[C:3]([F:11])=[C:4]2[CH:10]=[CH:9][NH:8][C:5]2=[N:6][CH:7]=1.[H-].[Na+].[C:14]1([S:20](Cl)(=[O:22])=[O:21])[CH:19]=[CH:18][CH:17]=[CH:16][CH:15]=1.O. The catalyst is CN(C=O)C.CCOC(C)=O. The product is [Br:1][C:2]1[C:3]([F:11])=[C:4]2[CH:10]=[CH:9][N:8]([S:20]([C:14]3[CH:19]=[CH:18][CH:17]=[CH:16][CH:15]=3)(=[O:22])=[O:21])[C:5]2=[N:6][CH:7]=1. The yield is 0.594. (6) The reactants are Cl[C:2]1[N:7]=[C:6]([C:8]2[N:12]3[CH:13]=[CH:14][CH:15]=[CH:16][C:11]3=[N:10][C:9]=2[C:17]2[CH:18]=[C:19]([CH:31]=[CH:32][CH:33]=2)[C:20]([NH:22][C:23]2[C:28]([F:29])=[CH:27][CH:26]=[CH:25][C:24]=2[F:30])=[O:21])[CH:5]=[CH:4][N:3]=1.[CH3:34][CH2:35][O:36][C:37]1[CH:43]=[C:42]([CH:44]2[CH2:49][CH2:48][N:47]([CH2:50][CH2:51][CH3:52])[CH2:46][CH2:45]2)[CH:41]=[CH:40][C:38]=1[NH2:39].C1(C)C=CC(S(O)(=O)=O)=CC=1.C[O-].[Na+]. The catalyst is C(Cl)Cl.CC(O)C. The product is [F:30][C:24]1[CH:25]=[CH:26][CH:27]=[C:28]([F:29])[C:23]=1[NH:22][C:20](=[O:21])[C:19]1[CH:31]=[CH:32][CH:33]=[C:17]([C:9]2[N:10]=[C:11]3[CH:16]=[CH:15][CH:14]=[CH:13][N:12]3[C:8]=2[C:6]2[CH:5]=[CH:4][N:3]=[C:2]([NH:39][C:38]3[CH:40]=[CH:41][C:42]([CH:44]4[CH2:45][CH2:46][N:47]([CH2:50][CH2:51][CH3:52])[CH2:48][CH2:49]4)=[CH:43][C:37]=3[O:36][CH2:35][CH3:34])[N:7]=2)[CH:18]=1. The yield is 0.240. (7) The reactants are Br[C:2]1[CH:3]=[C:4]2[C:9](=[CH:10][CH:11]=1)[N:8]=[C:7]([CH2:12][CH:13]([CH3:15])[CH3:14])[C:6]([CH2:16][NH:17][C:18](=[O:24])[O:19][C:20]([CH3:23])([CH3:22])[CH3:21])=[C:5]2[C:25]1[CH:30]=[CH:29][CH:28]=[CH:27][CH:26]=1.C(N(CC)CC)C.CO.[C]=O.[C:42]([O:45][CH2:46]C)(=[O:44])C. The catalyst is C1(P(C2C=CC=CC=2)[C-]2C=CC=C2)C=CC=CC=1.[C-]1(P(C2C=CC=CC=2)C2C=CC=CC=2)C=CC=C1.[Fe+2].C([O-])(=O)C.[Pd+2].C([O-])(=O)C.O.O1CCCC1. The product is [C:20]([O:19][C:18]([NH:17][CH2:16][C:6]1[C:7]([CH2:12][CH:13]([CH3:14])[CH3:15])=[N:8][C:9]2[C:4]([C:5]=1[C:25]1[CH:26]=[CH:27][CH:28]=[CH:29][CH:30]=1)=[CH:3][C:2]([C:42]([O:45][CH3:46])=[O:44])=[CH:11][CH:10]=2)=[O:24])([CH3:23])([CH3:22])[CH3:21]. The yield is 0.950. (8) The reactants are C1(P(C2C=CC=CC=2)C2C=CC=CC=2)C=CC=CC=1.[Br:20]Br.[OH:22][C:23]1[CH:28]=[CH:27][C:26]([CH2:29][CH2:30][CH2:31][CH2:32]O)=[CH:25][CH:24]=1.N1C=CN=C1. The catalyst is C(Cl)Cl. The product is [OH:22][C:23]1[CH:28]=[CH:27][C:26]([CH2:29][CH2:30][CH2:31][CH2:32][Br:20])=[CH:25][CH:24]=1. The yield is 0.880. (9) The reactants are Br[CH2:2][C:3]1[CH:8]=[CH:7][C:6]([F:9])=[CH:5][C:4]=1[S:10]([N:13]([CH3:15])[CH3:14])(=[O:12])=[O:11].[N-:16]=[N+:17]=[N-:18].[Na+]. The catalyst is CN(C)C=O. The product is [N:16]([CH2:2][C:3]1[CH:8]=[CH:7][C:6]([F:9])=[CH:5][C:4]=1[S:10]([N:13]([CH3:15])[CH3:14])(=[O:12])=[O:11])=[N+:17]=[N-:18]. The yield is 0.870.